Dataset: Forward reaction prediction with 1.9M reactions from USPTO patents (1976-2016). Task: Predict the product of the given reaction. (1) Given the reactants COC1C=CC(P2(SP(C3C=CC(OC)=CC=3)(=S)S2)=[S:10])=CC=1.[C:23]1([C:29]#[C:30][C:31]2[CH:32]=[N:33][CH:34]=[C:35]([CH:39]=2)[C:36]([NH2:38])=O)[CH:28]=[CH:27][CH:26]=[CH:25][CH:24]=1, predict the reaction product. The product is: [C:23]1([C:29]#[C:30][C:31]2[CH:32]=[N:33][CH:34]=[C:35]([CH:39]=2)[C:36]([NH2:38])=[S:10])[CH:28]=[CH:27][CH:26]=[CH:25][CH:24]=1. (2) Given the reactants [F:1][C:2]1[CH:7]=[CH:6][C:5]([CH2:8][C:9]([NH:11][C:12](=[S:37])[NH:13][C:14]2[CH:19]=[CH:18][C:17]([N:20]3[C:28]4[CH:27]=[CH:26][N:25]=[C:24]([NH:29]C(=O)OC(C)(C)C)[C:23]=4[CH:22]=[CH:21]3)=[CH:16][CH:15]=2)=[O:10])=[CH:4][CH:3]=1.[ClH:38], predict the reaction product. The product is: [ClH:38].[NH2:29][C:24]1[C:23]2[CH:22]=[CH:21][N:20]([C:17]3[CH:16]=[CH:15][C:14]([NH:13][C:12]([NH:11][C:9](=[O:10])[CH2:8][C:5]4[CH:4]=[CH:3][C:2]([F:1])=[CH:7][CH:6]=4)=[S:37])=[CH:19][CH:18]=3)[C:28]=2[CH:27]=[CH:26][N:25]=1.